Dataset: HIV replication inhibition screening data with 41,000+ compounds from the AIDS Antiviral Screen. Task: Binary Classification. Given a drug SMILES string, predict its activity (active/inactive) in a high-throughput screening assay against a specified biological target. (1) The molecule is COCn1cc(C2=C(C)C(=O)C(C)=C(C)C2=O)cn1. The result is 0 (inactive). (2) The molecule is CC(=O)OC1C=CC23OC(=O)C1(C)C2C(C(=O)O)C12CC(=O)C(CO)(CCC13)C2. The result is 0 (inactive). (3) The drug is COc1ccc2cc3[n+](cc2c1OC)CCc1cc(O)c(O)cc1-3.[Cl-]. The result is 0 (inactive). (4) The molecule is CCCCn1c(=O)c(N=O)c(N)n(CC)c1=O. The result is 0 (inactive). (5) The molecule is Cc1cccc(C)c1NC(=O)C(=O)C1C(=N)NN(c2ccccc2)C1=O. The result is 0 (inactive). (6) The molecule is CC(C)Oc1c(N(Cc2ccccc2)c2ccccc2C2SCCCS2)c(=O)c1=O. The result is 0 (inactive). (7) The molecule is CCOC(=O)CC1c2ccc(O)cc2OC(=O)C1c1ccc(N)cc1. The result is 0 (inactive). (8) The drug is CC1(C)CCSC(C=Cc2ccccc2)=N1. The result is 0 (inactive). (9) The molecule is CCOP(=O)(OCC)C(Nc1ccc(Cl)cc1)c1ccc(F)cc1. The result is 0 (inactive).